The task is: Predict the reaction yield, written as a fraction of the theoretical maximum amount of product (1.0 means a 100% yield; for example, 0.34 means a 34% yield).. This data is from Reaction yield outcomes from USPTO patents with 853,638 reactions. (1) The reactants are [Cl:1][C:2]1[C:3]([NH:23][C@@H:24]2[CH2:29][CH2:28][CH2:27][CH2:26][C@H:25]2[NH:30][S:31]([CH3:34])(=[O:33])=[O:32])=[N:4][C:5]([NH:8][C:9]2[CH:19]=[CH:18][C:17]3[CH2:16][CH:15]4[NH:20][CH:12]([CH2:13][CH2:14]4)[C:11]=3[C:10]=2[O:21][CH3:22])=[N:6][CH:7]=1.I[CH2:36][CH3:37]. No catalyst specified. The product is [Cl:1][C:2]1[C:3]([NH:23][C@@H:24]2[CH2:29][CH2:28][CH2:27][CH2:26][C@H:25]2[NH:30][S:31]([CH3:34])(=[O:33])=[O:32])=[N:4][C:5]([NH:8][C:9]2[CH:19]=[CH:18][C:17]3[CH2:16][CH:15]4[N:20]([CH2:36][CH3:37])[CH:12]([CH2:13][CH2:14]4)[C:11]=3[C:10]=2[O:21][CH3:22])=[N:6][CH:7]=1. The yield is 0.230. (2) The reactants are C[C@H](CCCC1C=CC=CC=1)C(O)=O.[CH3:15][C@@H:16]([CH2:22][CH2:23][CH2:24][C:25]1[CH:30]=[CH:29][CH:28]=[CH:27][CH:26]=1)[C:17]([O:19][CH2:20][CH3:21])=[O:18]. No catalyst specified. The product is [CH3:15][C@H:16]([CH2:22][CH2:23][CH2:24][C:25]1[CH:26]=[CH:27][CH:28]=[CH:29][CH:30]=1)[C:17]([O:19][CH2:20][CH3:21])=[O:18]. The yield is 0.880. (3) The reactants are [C:1]([NH2:5])([CH3:4])([CH3:3])[CH3:2].[Cl:6][C:7]1[S:8][C:9]([S:12](Cl)(=[O:14])=[O:13])=[CH:10][N:11]=1. The catalyst is C([O-])(O)=O.[Na+].C(OCC)(=O)C. The product is [C:1]([NH:5][S:12]([C:9]1[S:8][C:7]([Cl:6])=[N:11][CH:10]=1)(=[O:14])=[O:13])([CH3:4])([CH3:3])[CH3:2]. The yield is 0.840. (4) The reactants are Br[C:2]1[CH:3]=[C:4]2[CH:10]=[N:9][N:8]([CH3:11])[C:5]2=[N:6][CH:7]=1.[C:12](=[NH:25])([C:19]1[CH:24]=[CH:23][CH:22]=[CH:21][CH:20]=1)[C:13]1[CH:18]=[CH:17][CH:16]=[CH:15][CH:14]=1. No catalyst specified. The product is [C:12](=[N:25][C:2]1[CH:3]=[C:4]2[CH:10]=[N:9][N:8]([CH3:11])[C:5]2=[N:6][CH:7]=1)([C:19]1[CH:20]=[CH:21][CH:22]=[CH:23][CH:24]=1)[C:13]1[CH:18]=[CH:17][CH:16]=[CH:15][CH:14]=1. The yield is 0.920. (5) The reactants are [CH:1]([CH:3]1[CH2:8][CH2:7][N:6]([C:9]([O:11][C:12]([CH3:15])([CH3:14])[CH3:13])=[O:10])[CH2:5][CH2:4]1)=O.CO.[OH2:18].Cl.[NH2:20]O.C(=O)([O-])[O-].[Na+].[Na+]. No catalyst specified. The product is [OH:18][N:20]=[CH:1][CH:3]1[CH2:8][CH2:7][N:6]([C:9]([O:11][C:12]([CH3:15])([CH3:14])[CH3:13])=[O:10])[CH2:5][CH2:4]1. The yield is 0.980. (6) The reactants are I[C:2]1[CH:3]=[C:4]([C:8](=[O:13])[C:9]([CH3:12])([CH3:11])[CH3:10])[CH:5]=[CH:6][CH:7]=1.C(=[NH:27])(C1C=CC=CC=1)C1C=CC=CC=1.CC([O-])(C)C.[Na+].Cl.[OH-].[Na+].[Cl-].[Na+]. The catalyst is C(OCC)(=O)C.C1C=CC(P(C2C(C3C(P(C4C=CC=CC=4)C4C=CC=CC=4)=CC=C4C=3C=CC=C4)=C3C(C=CC=C3)=CC=2)C2C=CC=CC=2)=CC=1.C1COCC1. The product is [NH2:27][C:2]1[CH:3]=[C:4]([C:8](=[O:13])[C:9]([CH3:12])([CH3:11])[CH3:10])[CH:5]=[CH:6][CH:7]=1. The yield is 0.820. (7) The reactants are [C:1](Cl)(=O)[C:2]([Cl:4])=[O:3].[C:7](O)(=O)[CH2:8][CH2:9][CH2:10][CH2:11][CH2:12][CH2:13][CH2:14][CH2:15][CH2:16][CH2:17][CH2:18][CH2:19][CH2:20][CH2:21][CH2:22]CC. The catalyst is C(Cl)(Cl)Cl. The product is [C:2]([Cl:4])(=[O:3])[CH2:1][CH2:22][CH2:21][CH2:20][CH2:19][CH2:18][CH2:17][CH2:16][CH2:15][CH2:14][CH2:13][CH2:12][CH2:11][CH2:10][CH2:9][CH2:8][CH3:7]. The yield is 1.00. (8) The reactants are [Br:1][C:2]1[CH:10]=[CH:9][C:8]2[C:4](=[C:5]3[NH:14][C:13]([CH:15]4[CH2:20][CH2:19][N:18](C(OC(C)(C)C)=O)[CH2:17][CH2:16]4)=[CH:12][C:11](=[O:28])[N:6]3[N:7]=2)[CH:3]=1.[ClH:29]. The catalyst is CO.O1CCOCC1. The product is [ClH:29].[Br:1][C:2]1[CH:10]=[CH:9][C:8]2[C:4](=[C:5]3[NH:6][C:11](=[O:28])[CH:12]=[C:13]([CH:15]4[CH2:20][CH2:19][NH:18][CH2:17][CH2:16]4)[N:14]3[N:7]=2)[CH:3]=1. The yield is 0.420. (9) The reactants are [F:1][C:2]1[CH:9]=[CH:8][C:5]([C:6]#[N:7])=[CH:4][CH:3]=1.[CH:10]1[C:19]2[C:14](=[CH:15][CH:16]=[CH:17][CH:18]=2)[CH:13]=[CH:12][C:11]=1[CH:20]=[O:21].C([N-]C(C)C)(C)C.[Li+]. No catalyst specified. The product is [F:1][C:2]1[CH:9]=[CH:8][C:5]([C:6]#[N:7])=[CH:4][C:3]=1[CH:20]([OH:21])[C:11]1[CH:12]=[CH:13][C:14]2[C:19](=[CH:18][CH:17]=[CH:16][CH:15]=2)[CH:10]=1. The yield is 0.320.